Dataset: Forward reaction prediction with 1.9M reactions from USPTO patents (1976-2016). Task: Predict the product of the given reaction. (1) Given the reactants Br[C:2]1[CH:3]=[C:4]([C:8]2[C:17]3[C:12](=[N:13][CH:14]=[CH:15][CH:16]=3)[N:11]=[C:10]([C:18]3[CH:23]=[CH:22][CH:21]=[CH:20][C:19]=3[F:24])[CH:9]=2)[CH:5]=[N:6][CH:7]=1.[O:25]1[CH2:30][CH2:29][CH2:28][CH2:27][CH:26]1[O:31][CH2:32][CH2:33][N:34]1[CH:38]=[C:37](B2OC(C)(C)C(C)(C)O2)[CH:36]=[N:35]1.CC1(C)C(C)(C)OB(C2C=NNC=2)O1.ClC1C=CC(F)=C(C2C=C(C3C=NC=C(C4C=NN(CCN5CCCC5)C=4)C=3)C3C(=NC=CC=3)N=2)C=1.O.O.O.P([O-])([O-])([O-])=O.[K+].[K+].[K+].CN(C)C, predict the reaction product. The product is: [F:24][C:19]1[CH:20]=[CH:21][CH:22]=[CH:23][C:18]=1[C:10]1[CH:9]=[C:8]([C:4]2[CH:5]=[N:6][CH:7]=[C:2]([C:37]3[CH:36]=[N:35][N:34]([CH2:33][CH2:32][O:31][CH:26]4[CH2:27][CH2:28][CH2:29][CH2:30][O:25]4)[CH:38]=3)[CH:3]=2)[C:17]2[C:12](=[N:13][CH:14]=[CH:15][CH:16]=2)[N:11]=1. (2) Given the reactants [NH2:1][C@@H:2]1[CH2:7][CH2:6][C@H:5]([N:8]2[C:13](=[O:14])[C:12]3[CH:15]=[C:16]([F:19])[CH:17]=[N:18][C:11]=3[N:10]([C:20]3[CH:21]=[C:22]([C:26]4[CH:31]=[CH:30][C:29]([OH:32])=[CH:28][C:27]=4[CH2:33][N:34]4[CH2:39][CH2:38][O:37][CH2:36][CH2:35]4)[CH:23]=[CH:24][CH:25]=3)[C:9]2=[O:40])[CH2:4][CH2:3]1.[F:41][C:42]1[CH:43]=[CH:44][C:45]2[N:46]([CH:48]=[C:49]([CH:51]=O)[N:50]=2)[CH:47]=1.[C:53](O[BH-](OC(=O)C)OC(=O)C)(=O)C.[Na+].C=O, predict the reaction product. The product is: [F:19][C:16]1[CH:17]=[N:18][C:11]2[N:10]([C:20]3[CH:21]=[C:22]([C:26]4[CH:31]=[CH:30][C:29]([OH:32])=[CH:28][C:27]=4[CH2:33][N:34]4[CH2:39][CH2:38][O:37][CH2:36][CH2:35]4)[CH:23]=[CH:24][CH:25]=3)[C:9](=[O:40])[N:8]([C@H:5]3[CH2:6][CH2:7][C@@H:2]([N:1]([CH2:51][C:49]4[N:50]=[C:45]5[CH:44]=[CH:43][C:42]([F:41])=[CH:47][N:46]5[CH:48]=4)[CH3:53])[CH2:3][CH2:4]3)[C:13](=[O:14])[C:12]=2[CH:15]=1. (3) The product is: [C:1]1([C:27]2[CH:32]=[CH:31][CH:30]=[CH:29][CH:28]=2)[CH:6]=[CH:5][C:4]([C:7]([N:9]2[CH2:14][CH2:13][N:12]([C:15]3[C:16]4[CH:24]=[C:23]([CH2:25][CH3:26])[S:22][C:17]=4[N:18]=[C:19]([S:38][CH2:39][C:40]([NH2:42])=[O:41])[N:20]=3)[CH2:11][CH2:10]2)=[O:8])=[CH:3][CH:2]=1. Given the reactants [C:1]1([C:27]2[CH:32]=[CH:31][CH:30]=[CH:29][CH:28]=2)[CH:6]=[CH:5][C:4]([C:7]([N:9]2[CH2:14][CH2:13][N:12]([C:15]3[C:16]4[CH:24]=[C:23]([CH2:25][CH3:26])[S:22][C:17]=4[N:18]=[C:19](Cl)[N:20]=3)[CH2:11][CH2:10]2)=[O:8])=[CH:3][CH:2]=1.CN(C=O)C.[SH:38][CH2:39][C:40]([NH2:42])=[O:41], predict the reaction product. (4) Given the reactants Cl[C:2]1[N:3]=[CH:4][C:5]([C:8]([NH:10][C:11]2[NH:12][N:13]=[C:14]([CH2:16][CH2:17][C:18]3[CH:23]=[C:22]([O:24][CH3:25])[CH:21]=[C:20]([O:26][CH3:27])[CH:19]=3)[CH:15]=2)=[O:9])=[N:6][CH:7]=1.[CH3:28][N:29]1[C@@H:34]([CH3:35])[CH2:33][NH:32][CH2:31][C@H:30]1[CH3:36].C[C@H]1CNC[C@@H](C)N1CC#N.C(N(C(C)C)C(C)C)C, predict the reaction product. The product is: [CH3:27][O:26][C:20]1[CH:19]=[C:18]([CH2:17][CH2:16][C:14]2[CH:15]=[C:11]([NH:10][C:8]([C:5]3[CH:4]=[N:3][C:2]([N:32]4[CH2:33][C@H:34]([CH3:35])[N:29]([CH3:28])[C@H:30]([CH3:36])[CH2:31]4)=[CH:7][N:6]=3)=[O:9])[NH:12][N:13]=2)[CH:23]=[C:22]([O:24][CH3:25])[CH:21]=1. (5) Given the reactants [CH2:1]([O:8][CH2:9][O:10][C@H:11]1[CH2:15][N:14]([C:16]([O:18][C:19]([CH3:22])([CH3:21])[CH3:20])=[O:17])[C@@H:13]([CH2:23][OH:24])[CH2:12]1)[C:2]1[CH:7]=[CH:6][CH:5]=[CH:4][CH:3]=1.O[C:26]1[C:27]([C:32]([O:34][CH2:35][CH3:36])=[O:33])=[N:28][CH:29]=[CH:30][CH:31]=1.ClC1C=C(O)C=NC=1, predict the reaction product. The product is: [CH2:1]([O:8][CH2:9][O:10][C@H:11]1[CH2:15][N:14]([C:16]([O:18][C:19]([CH3:20])([CH3:21])[CH3:22])=[O:17])[C@@H:13]([CH2:23][O:24][C:26]2[C:27]([C:32]([O:34][CH2:35][CH3:36])=[O:33])=[N:28][CH:29]=[CH:30][CH:31]=2)[CH2:12]1)[C:2]1[CH:7]=[CH:6][CH:5]=[CH:4][CH:3]=1. (6) Given the reactants [C:1]([O:5][C:6]([NH:8][CH2:9][C:10]1[CH:11]=[C:12]([CH2:16][CH2:17][C:18]([OH:20])=O)[CH:13]=[CH:14][CH:15]=1)=[O:7])([CH3:4])([CH3:3])[CH3:2].CCN(C(C)C)C(C)C.CN(C(ON1N=NC2C=CC=CC1=2)=[N+](C)C)C.F[P-](F)(F)(F)(F)F.Cl.[CH3:55][O:56][C:57](=[O:66])[C@@H:58]1[CH2:62][C@H:61]([N:63]=[N+:64]=[N-:65])[CH2:60][NH:59]1, predict the reaction product. The product is: [CH3:55][O:56][C:57](=[O:66])[C@@H:58]1[CH2:62][CH:61]([N:63]=[N+:64]=[N-:65])[CH2:60][N:59]1[C:18](=[O:20])[CH2:17][CH2:16][C:12]1[CH:13]=[CH:14][CH:15]=[C:10]([CH2:9][NH:8][C:6]([O:5][C:1]([CH3:2])([CH3:3])[CH3:4])=[O:7])[CH:11]=1.